Dataset: Full USPTO retrosynthesis dataset with 1.9M reactions from patents (1976-2016). Task: Predict the reactants needed to synthesize the given product. (1) Given the product [Cl:19][C:13]1[CH:14]=[C:15]([Cl:18])[CH:16]=[CH:17][C:12]=1[C:10]1[C:9]([C:20]2[NH:24][CH:23]=[CH:22][N:21]=2)=[CH:8][N:7]=[C:6]([CH2:5][NH:4][CH2:3][CH2:2][NH:1][C:26]2[CH:31]=[CH:30][C:29]([C:32]#[N:33])=[CH:28][N:27]=2)[N:11]=1, predict the reactants needed to synthesize it. The reactants are: [NH2:1][CH2:2][CH2:3][NH:4][CH2:5][C:6]1[N:11]=[C:10]([C:12]2[CH:17]=[CH:16][C:15]([Cl:18])=[CH:14][C:13]=2[Cl:19])[C:9]([C:20]2[NH:21][CH:22]=[CH:23][N:24]=2)=[CH:8][N:7]=1.Cl[C:26]1[CH:31]=[CH:30][C:29]([C:32]#[N:33])=[CH:28][N:27]=1. (2) Given the product [F:19][C:11]1[C:12]([O:17][CH3:18])=[CH:13][C:14]([O:15][CH3:16])=[C:9]([F:8])[C:10]=1[N:20]1[CH2:25][C:24]2[CH:26]=[N:27][C:28]([CH2:30][NH:31][C:32](=[O:35])[CH:33]=[CH2:34])=[CH:29][C:23]=2[N:22]([CH2:36][CH:37]2[CH2:42][CH2:41][N:40]([CH3:2])[CH2:39][CH2:38]2)[C:21]1=[O:43], predict the reactants needed to synthesize it. The reactants are: F[C:2](F)(F)C(O)=O.[F:8][C:9]1[C:14]([O:15][CH3:16])=[CH:13][C:12]([O:17][CH3:18])=[C:11]([F:19])[C:10]=1[N:20]1[CH2:25][C:24]2[CH:26]=[N:27][C:28]([CH2:30][NH:31][C:32](=[O:35])[CH:33]=[CH2:34])=[CH:29][C:23]=2[N:22]([CH2:36][CH:37]2[CH2:42][CH2:41][NH:40][CH2:39][CH2:38]2)[C:21]1=[O:43].C=O.C(N(CC)C(C)C)(C)C.C(O[BH-](OC(=O)C)OC(=O)C)(=O)C.[Na+]. (3) Given the product [C:1]([O:5][C:6](=[O:17])[NH:7][C:8]1[CH:13]=[C:12]([CH3:14])[C:11]([Cl:15])=[CH:10][C:9]=1[NH:16][C:23](=[O:22])[CH2:24][C:25](=[O:38])[C:26]1[CH:31]=[CH:30][CH:29]=[C:28]([C:32]2[CH:37]=[N:36][CH:35]=[CH:34][N:33]=2)[CH:27]=1)([CH3:4])([CH3:2])[CH3:3], predict the reactants needed to synthesize it. The reactants are: [C:1]([O:5][C:6](=[O:17])[NH:7][C:8]1[CH:13]=[C:12]([CH3:14])[C:11]([Cl:15])=[CH:10][C:9]=1[NH2:16])([CH3:4])([CH3:3])[CH3:2].C([O:22][C:23](=O)[CH2:24][C:25](=[O:38])[C:26]1[CH:31]=[CH:30][CH:29]=[C:28]([C:32]2[CH:37]=[N:36][CH:35]=[CH:34][N:33]=2)[CH:27]=1)(C)(C)C. (4) Given the product [Cl:14][C:12]1[C:11]([C:15]([F:18])([F:17])[F:16])=[CH:10][C:9]2[NH:19][C:20](=[O:36])[CH2:21][C:22]([C:24]3[CH:29]=[CH:28][CH:27]=[C:26]([C:30]4[O:34][N:33]=[C:32]([CH3:35])[CH:31]=4)[CH:25]=3)=[N:7][C:8]=2[CH:13]=1, predict the reactants needed to synthesize it. The reactants are: C(OC(=O)[NH:7][C:8]1[CH:13]=[C:12]([Cl:14])[C:11]([C:15]([F:18])([F:17])[F:16])=[CH:10][C:9]=1[NH:19][C:20](=[O:36])[CH2:21][C:22]([C:24]1[CH:29]=[CH:28][CH:27]=[C:26]([C:30]2[O:34][N:33]=[C:32]([CH3:35])[CH:31]=2)[CH:25]=1)=O)(C)(C)C.C(O)(C(F)(F)F)=O. (5) Given the product [C:9]([C:10]([CH3:12])([CH3:11])[CH:7]([C:3]1[CH:2]=[N:1][CH:6]=[CH:5][CH:4]=1)[OH:8])#[N:13], predict the reactants needed to synthesize it. The reactants are: [N:1]1[CH:6]=[CH:5][CH:4]=[C:3]([CH:7]=[O:8])[CH:2]=1.[C:9](#[N:13])[CH:10]([CH3:12])[CH3:11].C([N-]C(C)C)(C)C.[Li+].[Cl-].[NH4+]. (6) Given the product [C:39]([O:21][C:18]1[CH:17]=[CH:16][CH:15]=[C:14]2[C:19]=1[CH2:20][C@H:11]1[CH2:10][C@@H:9]([O:8][Si:1]([C:4]([CH3:7])([CH3:6])[CH3:5])([CH3:3])[CH3:2])[C@H:22](/[CH:23]=[CH:24]/[C@@H:25]([O:31][Si:32]([C:35]([CH3:37])([CH3:36])[CH3:38])([CH3:34])[CH3:33])[CH2:26][CH2:27][CH2:28][CH2:29][CH3:30])[C@H:12]1[CH2:13]2)(=[O:41])[CH3:40], predict the reactants needed to synthesize it. The reactants are: [Si:1]([O:8][C@H:9]1[C@H:22](/[CH:23]=[CH:24]/[C@@H:25]([O:31][Si:32]([C:35]([CH3:38])([CH3:37])[CH3:36])([CH3:34])[CH3:33])[CH2:26][CH2:27][CH2:28][CH2:29][CH3:30])[C@H:12]2[CH2:13][C:14]3[CH:15]=[CH:16][CH:17]=[C:18]([OH:21])[C:19]=3[CH2:20][C@H:11]2[CH2:10]1)([C:4]([CH3:7])([CH3:6])[CH3:5])([CH3:3])[CH3:2].[C:39](OC(=O)C)(=[O:41])[CH3:40]. (7) Given the product [CH3:3][CH:2]([C:4]1[CH:19]=[CH:18][C:7]([O:8][CH2:9][C@@H:10]2[CH2:12][C@H:11]2[C:13]([OH:15])=[O:14])=[CH:6][CH:5]=1)[CH3:1], predict the reactants needed to synthesize it. The reactants are: [CH3:1][CH:2]([C:4]1[CH:19]=[CH:18][C:7]([O:8][CH2:9][C@@H:10]2[CH2:12][C@H:11]2[C:13]([O:15]CC)=[O:14])=[CH:6][CH:5]=1)[CH3:3].[OH-].[Na+].Cl. (8) Given the product [ClH:1].[ClH:14].[Cl:1][C:2]1[CH:3]=[CH:4][C:5]([N:8]2[CH2:13][CH2:12][N:11]([CH2:19][C:18]3[CH:21]=[CH:22][C:15]([Cl:14])=[CH:16][CH:17]=3)[CH2:10][CH2:9]2)=[CH:6][CH:7]=1, predict the reactants needed to synthesize it. The reactants are: [Cl:1][C:2]1[CH:7]=[CH:6][C:5]([N:8]2[CH2:13][CH2:12][NH:11][CH2:10][CH2:9]2)=[CH:4][CH:3]=1.[Cl:14][C:15]1[CH:22]=[CH:21][C:18]([CH2:19]Cl)=[CH:17][CH:16]=1.C(=O)([O-])[O-].[K+].[K+].Cl. (9) Given the product [CH3:1][NH:2][C:3]([C:5]1[C:13]2[C:8](=[CH:9][CH:10]=[C:11]([NH2:14])[CH:12]=2)[NH:7][N:6]=1)=[O:4], predict the reactants needed to synthesize it. The reactants are: [CH3:1][NH:2][C:3]([C:5]1[C:13]2[C:8](=[CH:9][CH:10]=[C:11]([N+:14]([O-])=O)[CH:12]=2)[NH:7][N:6]=1)=[O:4].